Task: Predict which catalyst facilitates the given reaction.. Dataset: Catalyst prediction with 721,799 reactions and 888 catalyst types from USPTO (1) Reactant: [CH3:1][O:2][C:3]1[CH:8]=[C:7]([Cl:9])[C:6]([O:10][CH3:11])=[CH:5][C:4]=1[C:12](=O)[CH:13](Br)SCC1CCCCC1.CN(C)C=O.[NH2:29][C:30](=[S:50])[NH:31][C:32]([C:34]1[N:35]([CH2:45][C:46]([O:48][CH3:49])=[O:47])[C:36]2[C:41]([CH:42]=1)=[CH:40][C:39]([CH3:43])=[CH:38][C:37]=2[CH3:44])=[O:33]. Product: [CH3:49][O:48][C:46](=[O:47])[CH2:45][N:35]1[C:36]2[C:41](=[CH:40][C:39]([CH3:43])=[CH:38][C:37]=2[CH3:44])[CH:42]=[C:34]1[C:32]([NH:31][C:30]1[S:50][C:13]([CH2:12][CH:4]2[CH2:5][CH2:6][CH2:7][CH2:8][CH2:3]2)=[C:12]([C:4]2[CH:5]=[C:6]([O:10][CH3:11])[C:7]([Cl:9])=[CH:8][C:3]=2[O:2][CH3:1])[N:29]=1)=[O:33]. The catalyst class is: 6. (2) Reactant: [C:1]([CH:5]1[N:14]2[C:9](=[CH:10][C:11](=[O:20])[C:12]([C:15]([O:17][CH2:18][CH3:19])=[O:16])=[CH:13]2)[C:8]2[CH:21]=[C:22]([O:26][CH3:27])[C:23]([OH:25])=[CH:24][C:7]=2[CH2:6]1)([CH3:4])([CH3:3])[CH3:2].Br[CH2:29][CH2:30][N:31]1[C:39](=[O:40])[C:38]2[C:33](=[CH:34][CH:35]=[CH:36][CH:37]=2)[C:32]1=[O:41].C([O-])([O-])=O.[K+].[K+]. Product: [C:1]([CH:5]1[N:14]2[C:9](=[CH:10][C:11](=[O:20])[C:12]([C:15]([O:17][CH2:18][CH3:19])=[O:16])=[CH:13]2)[C:8]2[CH:21]=[C:22]([O:26][CH3:27])[C:23]([O:25][CH2:29][CH2:30][N:31]3[C:32](=[O:41])[C:33]4[C:38](=[CH:37][CH:36]=[CH:35][CH:34]=4)[C:39]3=[O:40])=[CH:24][C:7]=2[CH2:6]1)([CH3:2])([CH3:3])[CH3:4]. The catalyst class is: 3. (3) Reactant: C(N(C(C)C)CC)(C)C.[C:10]([O:14][C:15](=[O:26])[CH2:16][CH:17]([CH:19]1[CH2:24][CH:23]2[CH2:25][CH:20]1[CH:21]=[CH:22]2)[OH:18])([CH3:13])([CH3:12])[CH3:11].[CH3:27][O:28][CH2:29]Cl. Product: [C:10]([O:14][C:15](=[O:26])[CH2:16][CH:17]([CH:19]1[CH2:24][CH:23]2[CH2:25][CH:20]1[CH:21]=[CH:22]2)[O:18][CH2:27][O:28][CH3:29])([CH3:13])([CH3:11])[CH3:12]. The catalyst class is: 2.